From a dataset of Forward reaction prediction with 1.9M reactions from USPTO patents (1976-2016). Predict the product of the given reaction. (1) Given the reactants [NH2:1][C:2]1[S:3][CH:4]([C:19]2[CH:24]=[CH:23][C:22]([F:25])=[CH:21][C:20]=2[F:26])[C:5]([C:8]2[CH:9]=[CH:10][C:11]3[O:16][CH2:15][C:14](=[O:17])[NH:13][C:12]=3[CH:18]=2)=[CH:6][N:7]=1.Cl[CH2:28][CH:29]=O, predict the reaction product. The product is: [F:26][C:20]1[CH:21]=[C:22]([F:25])[CH:23]=[CH:24][C:19]=1[CH:4]1[S:3][C:2]2=[N:1][CH:28]=[CH:29][N:7]2[CH:6]=[C:5]1[C:8]1[CH:9]=[CH:10][C:11]2[O:16][CH2:15][C:14](=[O:17])[NH:13][C:12]=2[CH:18]=1. (2) Given the reactants [CH2:1]([O:3][C:4]([NH:6][CH2:7][C:8]1([CH2:14][C:15]([O:17][C:18]2[CH:23]=[CH:22][CH:21]=[C:20]([C@@:24]3([OH:34])[CH2:29][CH2:28][CH2:27][CH2:26][C@@H:25]3[CH2:30][N:31]([CH3:33])[CH3:32])[CH:19]=2)=[O:16])[CH2:13][CH2:12][CH2:11][CH2:10][CH2:9]1)=[O:5])[CH3:2].[CH3:35][S:36]([OH:39])(=[O:38])=[O:37], predict the reaction product. The product is: [CH3:35][S:36]([OH:39])(=[O:38])=[O:37].[CH2:1]([O:3][C:4]([NH:6][CH2:7][C:8]1([CH2:14][C:15]([O:17][C:18]2[CH:23]=[CH:22][CH:21]=[C:20]([C@@:24]3([OH:34])[CH2:29][CH2:28][CH2:27][CH2:26][C@@H:25]3[CH2:30][N:31]([CH3:32])[CH3:33])[CH:19]=2)=[O:16])[CH2:9][CH2:10][CH2:11][CH2:12][CH2:13]1)=[O:5])[CH3:2]. (3) Given the reactants Cl[C:2]1[CH:3]=[C:4]([C@@H:8]([C@@H:17]2[CH2:22][CH2:21][CH2:20][N:19]([C:23](=[O:45])[NH:24][C@@H:25]([CH2:38][CH:39]3[CH2:44][CH2:43][O:42][CH2:41][CH2:40]3)[CH2:26][N:27]([CH3:37])[C:28]([O:30][CH2:31][CH2:32][Si:33]([CH3:36])([CH3:35])[CH3:34])=[O:29])[CH2:18]2)[O:9][CH2:10][CH2:11][NH:12][C:13](=[O:16])[O:14][CH3:15])[CH:5]=[CH:6][CH:7]=1, predict the reaction product. The product is: [CH3:37][N:27]([CH2:26][C@@H:25]([NH:24][C:23]([N:19]1[CH2:20][CH2:21][CH2:22][C@@H:17]([C@H:8]([C:4]2[CH:3]=[CH:2][CH:7]=[CH:6][CH:5]=2)[O:9][CH2:10][CH2:11][NH:12][C:13](=[O:16])[O:14][CH3:15])[CH2:18]1)=[O:45])[CH2:38][CH:39]1[CH2:44][CH2:43][O:42][CH2:41][CH2:40]1)[C:28]([O:30][CH2:31][CH2:32][Si:33]([CH3:36])([CH3:35])[CH3:34])=[O:29].